From a dataset of Forward reaction prediction with 1.9M reactions from USPTO patents (1976-2016). Predict the product of the given reaction. (1) Given the reactants [CH2:1]([CH:3]([C:6]1[N:11]2[N:12]=[C:13]([CH3:22])[C:14]([C:15]3[S:19][C:18](Cl)=[N:17][C:16]=3[Cl:21])=[C:10]2[N:9]=[C:8]([CH3:23])[CH:7]=1)[CH2:4][CH3:5])[CH3:2].CC1OCCC1.[NH:30]1[CH2:35][CH2:34][O:33][CH2:32][CH2:31]1, predict the reaction product. The product is: [CH2:1]([CH:3]([C:6]1[N:11]2[N:12]=[C:13]([CH3:22])[C:14]([C:15]3[S:19][C:18]([N:30]4[CH2:35][CH2:34][O:33][CH2:32][CH2:31]4)=[N:17][C:16]=3[Cl:21])=[C:10]2[N:9]=[C:8]([CH3:23])[CH:7]=1)[CH2:4][CH3:5])[CH3:2]. (2) Given the reactants [O:1]=[S:2]1[N:6]([C:7]2[CH:18]=[CH:17][C:10]([C:11]([NH:13][CH2:14][CH2:15][CH3:16])=[O:12])=[CH:9][CH:8]=2)[CH:5]([C:19]2[CH:24]=[CH:23][CH:22]=[CH:21][CH:20]=2)[CH2:4][O:3]1.[OH2:25], predict the reaction product. The product is: [O:1]=[S:2]1(=[O:25])[N:6]([C:7]2[CH:18]=[CH:17][C:10]([C:11]([NH:13][CH2:14][CH2:15][CH3:16])=[O:12])=[CH:9][CH:8]=2)[CH:5]([C:19]2[CH:20]=[CH:21][CH:22]=[CH:23][CH:24]=2)[CH2:4][O:3]1. (3) Given the reactants [Si:1]([O:8][CH2:9][CH2:10][N:11]1[CH2:19][C:18]2[C:13](=[CH:14][CH:15]=[C:16]([NH2:20])[CH:17]=2)[CH2:12]1)([C:4]([CH3:7])([CH3:6])[CH3:5])([CH3:3])[CH3:2].Cl[C:22]1[N:27]=[C:26]([NH:28][C@@H:29]2[CH2:34][CH2:33][CH2:32][N:31]([C:35](=[O:38])[CH:36]=[CH2:37])[CH2:30]2)[C:25]([F:39])=[CH:24][N:23]=1.C([O-])([O-])=O.[Cs+].[Cs+].CN(C1C(C2C(P(C3CCCCC3)C3CCCCC3)=CC=CC=2)=CC=CC=1)C, predict the reaction product. The product is: [Si:1]([O:8][CH2:9][CH2:10][N:11]1[CH2:19][C:18]2[C:13](=[CH:14][CH:15]=[C:16]([NH:20][C:22]3[N:27]=[C:26]([NH:28][C@@H:29]4[CH2:34][CH2:33][CH2:32][N:31]([C:35](=[O:38])[CH:36]=[CH2:37])[CH2:30]4)[C:25]([F:39])=[CH:24][N:23]=3)[CH:17]=2)[CH2:12]1)([C:4]([CH3:7])([CH3:6])[CH3:5])([CH3:3])[CH3:2]. (4) Given the reactants [CH2:1]([Mg]Cl)[CH2:2][CH3:3].[Cl:6][C:7]1[C:15]2[CH:14]=[C:13]([C:16](N(OC)C)=[O:17])[S:12][C:11]=2[CH:10]=[CH:9][CH:8]=1.O.Cl, predict the reaction product. The product is: [Cl:6][C:7]1[C:15]2[CH:14]=[C:13]([C:16](=[O:17])[CH2:1][CH2:2][CH3:3])[S:12][C:11]=2[CH:10]=[CH:9][CH:8]=1. (5) The product is: [OH:13][C:12]([C:14]1[CH:19]=[CH:18][CH:17]=[CH:16][C:15]=1[NH2:21])([CH3:22])[CH2:11][CH2:5][CH:6]([CH3:8])[CH3:7]. Given the reactants [Mg].II.C(Br)[CH2:5][CH:6]([CH3:8])[CH3:7].N[CH2:11][C:12]([C:14]1[CH:19]=[CH:18][CH:17]=[CH:16][CH:15]=1)=[O:13].[Cl-].[NH4+:21].[C:22](OCC)(=O)C, predict the reaction product.